The task is: Predict the product of the given reaction.. This data is from Forward reaction prediction with 1.9M reactions from USPTO patents (1976-2016). (1) Given the reactants [CH3:1][O:2][C:3]1[C:8]([CH:9]=[O:10])=[C:7]([CH3:11])[C:6](B2OC(C)(C)C(C)(C)O2)=[CH:5][CH:4]=1.Br[C:22]1[N:27]=[C:26]([C:28]([O:30][CH3:31])=[O:29])[CH:25]=[CH:24][CH:23]=1.C(=O)([O-])[O-].[Na+].[Na+].[Cl-].[NH4+].C(=O)([O-])[O-].[K+].[K+].CI, predict the reaction product. The product is: [CH:9]([C:8]1[C:7]([CH3:11])=[C:6]([C:22]2[N:27]=[C:26]([C:28]([O:30][CH3:31])=[O:29])[CH:25]=[CH:24][CH:23]=2)[CH:5]=[CH:4][C:3]=1[O:2][CH3:1])=[O:10]. (2) Given the reactants [F:1][CH:2]([F:39])[C:3]1[N:29](S(C2C=CC=CC=2)(=O)=O)[C:6]2=[N:7][CH:8]=[CH:9][C:10]([C:11]3[CH:16]=[CH:15][C:14]([S:17]([NH:20][CH:21]4[CH2:26][CH2:25][S:24](=[O:28])(=[O:27])[CH2:23][CH2:22]4)(=[O:19])=[O:18])=[CH:13][CH:12]=3)=[C:5]2[CH:4]=1.CCCC[N+](CCCC)(CCCC)CCCC.[F-].C(Cl)Cl.[Cl-].[NH4+], predict the reaction product. The product is: [F:39][CH:2]([F:1])[C:3]1[NH:29][C:6]2=[N:7][CH:8]=[CH:9][C:10]([C:11]3[CH:16]=[CH:15][C:14]([S:17]([NH:20][CH:21]4[CH2:26][CH2:25][S:24](=[O:27])(=[O:28])[CH2:23][CH2:22]4)(=[O:19])=[O:18])=[CH:13][CH:12]=3)=[C:5]2[CH:4]=1. (3) Given the reactants [OH:1][C:2]1[CH:3]=[C:4]([CH:8]=[C:9]([N+:11]([O-:13])=[O:12])[CH:10]=1)[C:5]([OH:7])=[O:6].[C:14]([O-:17])([O-])=O.[K+].[K+].[CH3:20][O:21][C:22]1[CH:29]=[CH:28][C:25]([CH2:26]Cl)=[CH:24][CH:23]=1.O, predict the reaction product. The product is: [CH3:20][O:21][C:22]1[CH:29]=[CH:28][C:25]([CH2:26][O:1][C:2]2[CH:3]=[C:4]([CH:8]=[C:9]([N+:11]([O-:13])=[O:12])[CH:10]=2)[C:5]([O:7][CH2:5][C:4]2[CH:8]=[CH:9][C:10]([O:17][CH3:14])=[CH:2][CH:3]=2)=[O:6])=[CH:24][CH:23]=1. (4) Given the reactants [Li][CH2:2][CH2:3]CC.C(NC(C)C)(C)C.[C:13]([C@H:15]([CH3:35])[C@@H:16]1[C@:24]2([CH3:25])[C@H:19]([C@@H:20]([O:26][C:27](=[O:34])[C:28]3[CH:33]=[CH:32][CH:31]=[CH:30][CH:29]=3)[CH2:21][CH2:22][CH2:23]2)[CH2:18][CH2:17]1)#N.CCBr.[NH4+:39].[Cl-], predict the reaction product. The product is: [C:13]([C@@:15]([C@@H:16]1[C@:24]2([CH3:25])[C@H:19]([C@@H:20]([O:26][C:27](=[O:34])[C:28]3[CH:33]=[CH:32][CH:31]=[CH:30][CH:29]=3)[CH2:21][CH2:22][CH2:23]2)[CH2:18][CH2:17]1)([CH3:35])[CH2:2][CH3:3])#[N:39].